From a dataset of Full USPTO retrosynthesis dataset with 1.9M reactions from patents (1976-2016). Predict the reactants needed to synthesize the given product. (1) Given the product [CH3:1][O:2][C:3]([CH:5]1[CH2:9][CH:8]([OH:10])[CH:7]([CH2:11][NH:12][C:55]([C:53]2[S:54][C:50]([Cl:49])=[CH:51][CH:52]=2)=[O:56])[CH2:6]1)=[O:4], predict the reactants needed to synthesize it. The reactants are: [CH3:1][O:2][C:3]([CH:5]1[CH2:9][CH:8]([OH:10])[CH:7]([CH2:11][NH2:12])[CH2:6]1)=[O:4].C(N(C(C)C)C(C)C)C.F[P-](F)(F)(F)(F)F.N1(O[P+](N(C)C)(N(C)C)N(C)C)C2C=CC=CC=2N=N1.[Cl:49][C:50]1[S:54][C:53]([C:55](O)=[O:56])=[CH:52][CH:51]=1. (2) Given the product [Cl:14][C:15]1[C:16]([C@@:21]([NH:22][S@@:23]([C:25]([CH3:28])([CH3:27])[CH3:26])=[O:24])([C:29]2[CH:34]=[CH:33][C:32]([O:35][C:36]([F:37])([F:38])[F:39])=[C:31]([F:40])[CH:30]=2)[CH2:2][C:1]([O:4][CH3:5])=[O:3])=[N:17][CH:18]=[CH:19][N:20]=1, predict the reactants needed to synthesize it. The reactants are: [C:1]([O:4][CH3:5])(=[O:3])[CH3:2].C([N-]C(C)C)(C)C.[Li+].[Cl:14][C:15]1[C:16](/[C:21](/[C:29]2[CH:34]=[CH:33][C:32]([O:35][C:36]([F:39])([F:38])[F:37])=[C:31]([F:40])[CH:30]=2)=[N:22]\[S@@:23]([C:25]([CH3:28])([CH3:27])[CH3:26])=[O:24])=[N:17][CH:18]=[CH:19][N:20]=1. (3) Given the product [CH3:7][C:4]1[N:5]=[N:6][C:2]2[C:3]=1[C:8](=[O:9])[N:10]=[CH:11][N:1]=2, predict the reactants needed to synthesize it. The reactants are: [NH2:1][C:2]1[NH:6][N:5]=[C:4]([CH3:7])[C:3]=1[C:8]([NH2:10])=[O:9].[CH:11](N)=O. (4) Given the product [Br:13][CH:3]1[C:2](=[O:1])[CH2:7][CH2:6][CH:5]([C:8]([O:10][CH2:11][CH3:12])=[O:9])[CH2:4]1, predict the reactants needed to synthesize it. The reactants are: [O:1]=[C:2]1[CH2:7][CH2:6][CH:5]([C:8]([O:10][CH2:11][CH3:12])=[O:9])[CH2:4][CH2:3]1.[Br:13]Br. (5) Given the product [CH2:10]([O:9][C:2](=[O:8])[C:3]([CH:19]1[CH2:18][CH2:17][C:16]2[CH:15]=[N:14][C:13]([Cl:12])=[CH:22][C:21]=2[C:20]1=[O:23])=[O:5])[CH3:11], predict the reactants needed to synthesize it. The reactants are: [Na].[C:2]([O:9][CH2:10][CH3:11])(=[O:8])[C:3]([O:5]CC)=O.[Cl:12][C:13]1[N:14]=[CH:15][C:16]2[CH2:17][CH2:18][CH2:19][C:20](=[O:23])[C:21]=2[CH:22]=1.Cl. (6) Given the product [CH3:12][O:11][C:6]1[CH:7]=[CH:8][CH:9]=[CH:10][C:5]=1[C:3](=[O:4])[CH2:2][N:16]1[C:17](=[O:29])[C:18]2[N:19]([CH2:24][CH:25]=[C:26]([CH3:27])[CH3:28])[C:20]([Cl:23])=[N:21][C:22]=2[N:14]([CH3:13])[C:15]1=[O:30], predict the reactants needed to synthesize it. The reactants are: Br[CH2:2][C:3]([C:5]1[CH:10]=[CH:9][CH:8]=[CH:7][C:6]=1[O:11][CH3:12])=[O:4].[CH3:13][N:14]1[C:22]2[N:21]=[C:20]([Cl:23])[N:19]([CH2:24][CH:25]=[C:26]([CH3:28])[CH3:27])[C:18]=2[C:17](=[O:29])[NH:16][C:15]1=[O:30].C(=O)([O-])[O-].[K+].[K+]. (7) Given the product [Cl:24][C:6]1[N:7]=[C:27]([Cl:29])[C:9]2[N:10]=[C:2]([CH3:1])[S:3][C:4]=2[N:5]=1, predict the reactants needed to synthesize it. The reactants are: [CH3:1][C:2]1[S:3][C:4]2[NH:5][C:6](=O)[NH:7]C(=O)[C:9]=2[N:10]=1.CN(C)C1C=CC=CC=1.P(Cl)(Cl)([Cl:24])=O.[CH2:27]([Cl:29])Cl. (8) Given the product [Na+:5].[C:1]([O:4][C:19]1[CH:20]=[C:7]([O:6][C:34](=[O:36])[CH3:35])[C:8]2[C:22]3=[C:23]4[C:15](=[C:14]([S:24]([O-:27])(=[O:25])=[O:26])[CH:13]=[C:12]([S:28]([O-:31])(=[O:29])=[O:30])[C:11]4=[CH:10][CH:9]=2)[CH:16]=[CH:17][C:18]=13)(=[O:3])[CH3:2].[Na+:5], predict the reactants needed to synthesize it. The reactants are: [C:1]([O-:4])(=[O:3])[CH3:2].[Na+:5].[OH:6][C:7]1[CH:20]=[C:19](O)[C:18]2[C:22]3=[C:23]4[C:11](=[C:12]([S:28]([O-:31])(=[O:30])=[O:29])[CH:13]=[C:14]([S:24]([O-:27])(=[O:26])=[O:25])[C:15]4=[CH:16][CH:17]=2)[CH:10]=[CH:9][C:8]=13.[Na+].[Na+].[C:34](OC(=O)C)(=[O:36])[CH3:35]. (9) The reactants are: [O:1]([C:9]1[CH:14]=[CH:13][C:12]([OH:15])=[CH:11][CH:10]=1)[C:2]1[CH:7]=[CH:6][C:5](O)=[CH:4][CH:3]=1.[C:16](=[O:19])([O-])[O-].[K+].[K+].Br[CH2:23][CH2:24][CH2:25][CH2:26][CH2:27][CH2:28][CH3:29].O. Given the product [O:1]([C:2]1[CH:7]=[CH:6][C:5]([O:19][CH2:16][CH2:6][CH2:7][CH2:2][CH2:3][CH2:4][CH3:5])=[CH:4][CH:3]=1)[C:9]1[CH:14]=[CH:13][C:12]([O:15][CH2:23][CH2:24][CH2:25][CH2:26][CH2:27][CH2:28][CH3:29])=[CH:11][CH:10]=1, predict the reactants needed to synthesize it.